The task is: Predict the reaction yield, written as a fraction of the theoretical maximum amount of product (1.0 means a 100% yield; for example, 0.34 means a 34% yield).. This data is from Reaction yield outcomes from USPTO patents with 853,638 reactions. (1) The reactants are Cl[CH2:2][CH2:3][CH2:4][CH2:5][CH2:6][CH2:7][CH2:8][C:9](=[O:19])[CH2:10][CH2:11][C:12]1[CH:17]=[CH:16][C:15]([Cl:18])=[CH:14][CH:13]=1.[I-:20].[Na+].C(C(C)=O)C(C)C.CCCCCCC. The catalyst is O. The product is [Cl:18][C:15]1[CH:16]=[CH:17][C:12]([CH2:11][CH2:10][C:9](=[O:19])[CH2:8][CH2:7][CH2:6][CH2:5][CH2:4][CH2:3][CH2:2][I:20])=[CH:13][CH:14]=1. The yield is 0.720. (2) The reactants are FC(F)(F)C(O)=O.[F:8][C:9]([F:60])([F:59])[C:10]1[CH:11]=[C:12]([CH:52]=[C:53]([C:55]([F:58])([F:57])[F:56])[CH:54]=1)[CH2:13][N:14]([C:46]1[N:47]=[N:48][N:49]([CH3:51])[N:50]=1)[C@H:15]1[CH2:21][CH2:20][CH2:19][N:18]([CH2:22][CH:23]2[CH2:28][CH2:27][N:26](C(OC(C)(C)C)=O)[CH2:25][CH2:24]2)[C:17]2[C:36]([CH3:45])=[C:37]([C:41]([F:44])([F:43])[F:42])[C:38]([CH3:40])=[CH:39][C:16]1=2.C(=O)(O)[O-].[Na+]. The catalyst is ClCCl. The product is [F:58][C:55]([F:56])([F:57])[C:53]1[CH:52]=[C:12]([CH:11]=[C:10]([C:9]([F:8])([F:59])[F:60])[CH:54]=1)[CH2:13][N:14]([C@H:15]1[CH2:21][CH2:20][CH2:19][N:18]([CH2:22][CH:23]2[CH2:24][CH2:25][NH:26][CH2:27][CH2:28]2)[C:17]2[C:36]([CH3:45])=[C:37]([C:41]([F:42])([F:43])[F:44])[C:38]([CH3:40])=[CH:39][C:16]1=2)[C:46]1[N:47]=[N:48][N:49]([CH3:51])[N:50]=1. The yield is 0.460. (3) The reactants are [F:1][C:2]1[CH:7]=[CH:6][C:5]([OH:8])=[C:4]([C:9]([C:11]2[CH:12]=[N:13][N:14]([C:16]3[CH:21]=[CH:20][CH:19]=[CH:18][CH:17]=3)[CH:15]=2)=[O:10])[CH:3]=1.Br[CH2:23][C:24]([O:26][CH2:27][CH3:28])=[O:25]. No catalyst specified. The product is [F:1][C:2]1[CH:7]=[CH:6][C:5]([O:8][CH2:23][C:24]([O:26][CH2:27][CH3:28])=[O:25])=[C:4]([C:9]([C:11]2[CH:12]=[N:13][N:14]([C:16]3[CH:17]=[CH:18][CH:19]=[CH:20][CH:21]=3)[CH:15]=2)=[O:10])[CH:3]=1. The yield is 0.910. (4) The reactants are [CH3:1][CH:2]([C:6]1[CH:7]=[C:8]([CH:14]=[CH:15][C:16]=1[OH:17])[C:9]([O:11]CC)=[O:10])[C:3]([CH3:5])=[CH2:4].[OH-].[K+]. The catalyst is CO.O. The product is [CH3:1][CH:2]([C:6]1[CH:7]=[C:8]([CH:14]=[CH:15][C:16]=1[OH:17])[C:9]([OH:11])=[O:10])[C:3]([CH3:5])=[CH2:4]. The yield is 0.510. (5) The yield is 0.580. No catalyst specified. The reactants are F[C:2]1[N:7]=[CH:6][C:5]([N:8]2[C:12]([C:14]([F:17])([F:16])[F:15])(O)[CH2:11][C:10]([C:18]3[CH:19]=[N:20][CH:21]=[CH:22][CH:23]=3)=[N:9]2)=[CH:4][CH:3]=1.O1CCOCC1.[OH-].[NH4+:31]. The product is [N:20]1[CH:21]=[CH:22][CH:23]=[C:18]([C:10]2[CH:11]=[C:12]([C:14]([F:17])([F:16])[F:15])[N:8]([C:5]3[CH:4]=[CH:3][C:2]([NH2:31])=[N:7][CH:6]=3)[N:9]=2)[CH:19]=1.